This data is from Full USPTO retrosynthesis dataset with 1.9M reactions from patents (1976-2016). The task is: Predict the reactants needed to synthesize the given product. (1) The reactants are: [Cl:1][C:2]1[N:3]=[CH:4][CH:5]=[C:6]2[CH:10]=[C:9](I)[O:8][C:7]=12.[F:12][C:13]([F:28])([F:27])[C:14]1[CH:15]=[C:16](B(O)O)[CH:17]=[C:18]([C:20]([F:23])([F:22])[F:21])[CH:19]=1.C([O-])([O-])=O.[K+].[K+]. Given the product [F:12][C:13]([F:27])([F:28])[C:14]1[CH:15]=[C:16]([C:9]2[O:8][C:7]3=[C:2]([Cl:1])[N:3]=[CH:4][CH:5]=[C:6]3[CH:10]=2)[CH:17]=[C:18]([C:20]([F:21])([F:22])[F:23])[CH:19]=1, predict the reactants needed to synthesize it. (2) Given the product [CH2:18]([NH:25][C:26]([C:28]1[S:32][C:31]([N:33]2[CH:37]=[C:36]([C:38](=[O:39])[NH:15][CH2:14][C:13]3[CH:16]=[CH:17][C:10]([F:9])=[CH:11][CH:12]=3)[N:35]=[N:34]2)=[N:30][C:29]=1[CH3:41])=[O:27])[C:19]1[CH:20]=[CH:21][CH:22]=[CH:23][CH:24]=1, predict the reactants needed to synthesize it. The reactants are: C(N)C1C=CC=CC=1.[F:9][C:10]1[CH:17]=[CH:16][C:13]([CH2:14][NH2:15])=[CH:12][CH:11]=1.[CH2:18]([NH:25][C:26]([C:28]1[S:32][C:31]([N:33]2[CH:37]=[C:36]([C:38](O)=[O:39])[N:35]=[N:34]2)=[N:30][C:29]=1[CH3:41])=[O:27])[C:19]1[CH:24]=[CH:23][CH:22]=[CH:21][CH:20]=1. (3) Given the product [CH2:20]([C:3]1[N:4]=[C:5]2[C:11]3[CH:12]=[CH:13][CH:14]=[CH:15][C:10]=3[NH:9][C:8]3[N:16]=[CH:17][CH:18]=[CH:19][C:7]=3[N:6]2[C:2]=1[C:44]1[CH:45]=[CH:46][C:47]([C:50]2([NH:54][C:55](=[O:61])[O:56][C:57]([CH3:59])([CH3:58])[CH3:60])[CH2:51][CH2:52][CH2:53]2)=[CH:48][CH:49]=1)[CH2:21][C:22]1[CH:23]=[CH:24][CH:25]=[CH:26][CH:27]=1, predict the reactants needed to synthesize it. The reactants are: Br[C:2]1[N:6]2[C:7]3[CH:19]=[CH:18][CH:17]=[N:16][C:8]=3[NH:9][C:10]3[CH:15]=[CH:14][CH:13]=[CH:12][C:11]=3[C:5]2=[N:4][C:3]=1[CH2:20][CH2:21][C:22]1[CH:27]=[CH:26][CH:25]=[CH:24][CH:23]=1.C(O)C.C(=O)(O)[O-].[Na+].CC1(C)C(C)(C)OB([C:44]2[CH:49]=[CH:48][C:47]([C:50]3([NH:54][C:55](=[O:61])[O:56][C:57]([CH3:60])([CH3:59])[CH3:58])[CH2:53][CH2:52][CH2:51]3)=[CH:46][CH:45]=2)O1. (4) Given the product [CH3:1][O:2][C:3]1[CH:4]=[C:5]([C:15]2[N:19]3[CH2:20][CH2:21][CH2:22][CH:23]([C:24]4[CH:29]=[CH:28][CH:27]=[CH:26][C:25]=4[CH:30]([CH3:32])[CH3:31])[C:18]3=[N:17][N:16]=2)[CH:6]=[CH:7][C:8]=1[C:9]1[O:13][C:12]([CH3:14])=[N:11][CH:10]=1, predict the reactants needed to synthesize it. The reactants are: [CH3:1][O:2][C:3]1[CH:4]=[C:5]([C:15]2[N:19]3[CH2:20][CH2:21][CH2:22][CH:23]([C:24]4[CH:29]=[CH:28][CH:27]=[CH:26][C:25]=4[C:30]([CH3:32])=[CH2:31])[C:18]3=[N:17][N:16]=2)[CH:6]=[CH:7][C:8]=1[C:9]1[O:13][C:12]([CH3:14])=[N:11][CH:10]=1. (5) Given the product [CH3:1][O:2][CH2:3][O:4][C@@H:5]1[C:10](=[O:11])[CH2:9][C@@H:8]2[C@H:6]1[CH2:7]2, predict the reactants needed to synthesize it. The reactants are: [CH3:1][O:2][CH2:3][O:4][C@@H:5]1[C@H:10]([OH:11])[CH2:9][C@@H:8]2[C@H:6]1[CH2:7]2.C([O-])(O)=O.[Na+].CC(OI1(OC(C)=O)(OC(C)=O)OC(=O)C2C=CC=CC1=2)=O. (6) Given the product [CH2:33]1[CH2:4][O:5][CH2:35][CH2:34]1.[O:5]1[CH2:4][CH2:45][CH2:44][CH2:43]1, predict the reactants needed to synthesize it. The reactants are: CN([CH:4]=[O:5])C.CN(C)C=O.CS(C)=O.CS(C)=O.C(O)(C(F)(F)F)=O.FC(F)(F)C(O)=O.[CH3:33][CH:34](C[AlH][CH2:33][CH:34](C)[CH3:35])[CH3:35].[H-].[CH2:43]([Al+][CH2:43][CH:44](C)[CH3:45])[CH:44](C)[CH3:45]. (7) Given the product [Cl:17][C:15]1[N:16]=[C:11]2[C:10]([NH:19][C:20](=[O:26])[O:21][C:22]([CH3:24])([CH3:23])[CH3:25])=[N:9][C@@:8]([C:6]3[CH:7]=[C:2]([NH:1][C:37]([C:34]4[CH:33]=[N:32][C:31]([O:30][CH3:29])=[CH:36][N:35]=4)=[O:38])[CH:3]=[CH:4][C:5]=3[F:28])([CH3:27])[CH2:13][N:12]2[C:14]=1[Cl:18], predict the reactants needed to synthesize it. The reactants are: [NH2:1][C:2]1[CH:3]=[CH:4][C:5]([F:28])=[C:6]([C@:8]2([CH3:27])[CH2:13][N:12]3[C:14]([Cl:18])=[C:15]([Cl:17])[N:16]=[C:11]3[C:10]([NH:19][C:20](=[O:26])[O:21][C:22]([CH3:25])([CH3:24])[CH3:23])=[N:9]2)[CH:7]=1.[CH3:29][O:30][C:31]1[N:32]=[CH:33][C:34]([C:37](O)=[O:38])=[N:35][CH:36]=1. (8) Given the product [Cl:1][C:2]1[C:3]([OH:9])=[CH:4][C:5]2[O:6][CH2:15][C:16](=[O:17])[C:7]=2[CH:8]=1, predict the reactants needed to synthesize it. The reactants are: [Cl:1][C:2]1[CH:8]=[CH:7][C:5]([OH:6])=[CH:4][C:3]=1[OH:9].[Cl-].[Al+3].[Cl-].[Cl-].Cl[CH2:15][C:16](Cl)=[O:17].[OH-].[Na+]. (9) Given the product [Cl:33][C:30]1[CH:31]=[C:32]2[C:27](=[C:28]([Cl:34])[CH:29]=1)[CH2:26][N:25]([CH3:35])[CH2:24][CH:23]2[C:20]1[CH:19]=[CH:18][C:17]([S:14]([NH:13][CH2:12][CH2:11][O:10][CH2:9][CH2:8][O:7][CH2:6][CH2:5][O:4][CH2:3][CH2:2][NH:1][C:52](=[O:57])[CH2:53][CH2:54][C:55]([NH:51][CH2:2][CH2:3][O:4][CH2:5][CH2:6][O:7][CH2:8][CH2:9][O:10][CH2:11][CH2:12][NH:13][S:14]([C:17]2[CH:18]=[CH:19][C:20]([CH:62]3[C:32]4[C:64](=[C:28]([Cl:34])[CH:29]=[C:30]([Cl:33])[CH:31]=4)[CH2:63][N:60]([CH3:58])[CH2:61]3)=[CH:21][CH:22]=2)(=[O:16])=[O:15])=[O:56])(=[O:16])=[O:15])=[CH:22][CH:21]=1, predict the reactants needed to synthesize it. The reactants are: [NH2:1][CH2:2][CH2:3][O:4][CH2:5][CH2:6][O:7][CH2:8][CH2:9][O:10][CH2:11][CH2:12][NH:13][S:14]([C:17]1[CH:22]=[CH:21][C:20]([CH:23]2[C:32]3[C:27](=[C:28]([Cl:34])[CH:29]=[C:30]([Cl:33])[CH:31]=3)[CH2:26][N:25]([CH3:35])[CH2:24]2)=[CH:19][CH:18]=1)(=[O:16])=[O:15].C(O[N:51]1[C:55](=[O:56])[CH2:54][CH2:53][C:52]1=[O:57])(=O)CCC(O[N:51]1[C:55](=[O:56])[CH2:54][CH2:53][C:52]1=[O:57])=O.[CH2:58]([N:60]([CH2:63][CH3:64])[CH2:61][CH3:62])C. (10) The reactants are: C([O:4][CH2:5][C:6]12[O:26][C:13]3([CH2:18][CH2:17][N:16]([CH2:19][N:20]4[CH:25]=[CH:24][N:23]=[CH:22][CH2:21]4)[CH2:15][CH2:14]3)[CH2:12][CH:11]1[C:10](=[O:27])[CH2:9][CH:8]([C:28]([O:30][CH2:31][C:32]1[CH:37]=[CH:36][CH:35]=[CH:34][CH:33]=1)=[O:29])[CH2:7]2)(=O)C.O.NN. Given the product [CH2:19]([N:16]1[CH2:17][CH2:18][C:13]2([CH2:12][CH:11]3[C:6]([CH2:5][OH:4])([CH2:7][CH:8]([C:28]([O:30][CH2:31][C:32]4[CH:33]=[CH:34][CH:35]=[CH:36][CH:37]=4)=[O:29])[CH2:9][C:10]3=[O:27])[O:26]2)[CH2:14][CH2:15]1)[N:20]1[CH:21]=[CH:22][N:23]=[CH:24][CH2:25]1, predict the reactants needed to synthesize it.